Dataset: Peptide-MHC class II binding affinity with 134,281 pairs from IEDB. Task: Regression. Given a peptide amino acid sequence and an MHC pseudo amino acid sequence, predict their binding affinity value. This is MHC class II binding data. (1) The peptide sequence is YGVEGTKTPVSPGEM. The MHC is DRB3_0301 with pseudo-sequence DRB3_0301. The binding affinity (normalized) is 0.307. (2) The peptide sequence is FKKWCGMLSTKSIDL. The MHC is HLA-DQA10501-DQB10301 with pseudo-sequence HLA-DQA10501-DQB10301. The binding affinity (normalized) is 0.426. (3) The peptide sequence is RIVVPCREQDELIGR. The MHC is DRB3_0301 with pseudo-sequence DRB3_0301. The binding affinity (normalized) is 0.416. (4) The binding affinity (normalized) is 0.152. The peptide sequence is MGQLISFFGEIPSII. The MHC is H-2-IAb with pseudo-sequence H-2-IAb. (5) The peptide sequence is EVFFQRLGIASGRARY. The MHC is HLA-DQA10301-DQB10301 with pseudo-sequence HLA-DQA10301-DQB10301. The binding affinity (normalized) is 0.638.